Dataset: Reaction yield outcomes from USPTO patents with 853,638 reactions. Task: Predict the reaction yield, written as a fraction of the theoretical maximum amount of product (1.0 means a 100% yield; for example, 0.34 means a 34% yield). The reactants are [CH:1]([C:4]1[CH:9]=[CH:8][C:7]([CH:10]2[C:14]3[C:15]([CH3:29])=[C:16]([NH:21][C:22](=[O:28])[C:23](OCC)=[O:24])[C:17]([CH3:20])=[C:18]([CH3:19])[C:13]=3[O:12][CH2:11]2)=[CH:6][CH:5]=1)([CH3:3])[CH3:2].[C:30]([Mg]Cl)([CH3:33])([CH3:32])[CH3:31]. The catalyst is C1COCC1. The product is [CH:1]([C:4]1[CH:5]=[CH:6][C:7]([CH:10]2[C:14]3[C:15]([CH3:29])=[C:16]([NH:21][C:22](=[O:28])[C:23](=[O:24])[C:30]([CH3:33])([CH3:32])[CH3:31])[C:17]([CH3:20])=[C:18]([CH3:19])[C:13]=3[O:12][CH2:11]2)=[CH:8][CH:9]=1)([CH3:2])[CH3:3]. The yield is 0.280.